Dataset: Forward reaction prediction with 1.9M reactions from USPTO patents (1976-2016). Task: Predict the product of the given reaction. (1) Given the reactants [NH2:1][C@@H:2]([C:37]([CH3:40])([CH3:39])[CH3:38])[C:3]([N:5]1[C@H:16]([C:17]([NH:19][C@:20]2([C:25](=[O:36])[NH:26][S:27]([C:30]3([CH2:33][CH2:34][CH3:35])[CH2:32][CH2:31]3)(=[O:29])=[O:28])[CH2:22][C@H:21]2[CH:23]=[CH2:24])=[O:18])[CH2:15][C@:7]2([C:12]([CH3:14])([CH3:13])[C:8]32[CH2:11][CH2:10][CH2:9]3)[CH2:6]1)=[O:4].[C:41]([O:45][C:46]([NH:48][C@@H:49]([CH:53]1[CH2:58][CH2:57][CH2:56][CH2:55][CH2:54]1)[C:50](O)=[O:51])=[O:47])([CH3:44])([CH3:43])[CH3:42].CN(C(ON1N=NC2C=CC=NC1=2)=[N+](C)C)C.F[P-](F)(F)(F)(F)F.CCN(C(C)C)C(C)C, predict the reaction product. The product is: [CH:53]1([C@H:49]([NH:48][C:46](=[O:47])[O:45][C:41]([CH3:43])([CH3:42])[CH3:44])[C:50]([NH:1][C@H:2]([C:3]([N:5]2[C@H:16]([C:17](=[O:18])[NH:19][C@:20]3([C:25](=[O:36])[NH:26][S:27]([C:30]4([CH2:33][CH2:34][CH3:35])[CH2:32][CH2:31]4)(=[O:29])=[O:28])[CH2:22][C@H:21]3[CH:23]=[CH2:24])[CH2:15][C@:7]3([C:12]([CH3:14])([CH3:13])[C:8]43[CH2:11][CH2:10][CH2:9]4)[CH2:6]2)=[O:4])[C:37]([CH3:39])([CH3:38])[CH3:40])=[O:51])[CH2:54][CH2:55][CH2:56][CH2:57][CH2:58]1. (2) Given the reactants [CH3:1][O:2][C:3]1[CH:14]=[CH:13][C:6]2[C:7]([CH2:10][CH2:11]I)=[CH:8][O:9][C:5]=2[CH:4]=1.[N:15]1([C:21]2[CH:22]=[CH:23][CH:24]=[C:25]3[C:30]=2[N:29]=[CH:28][CH:27]=[CH:26]3)[CH2:20][CH2:19][NH:18][CH2:17][CH2:16]1.C(N(CC)C(C)C)(C)C, predict the reaction product. The product is: [CH3:1][O:2][C:3]1[CH:14]=[CH:13][C:6]2[C:7]([CH2:10][CH2:11][N:18]3[CH2:19][CH2:20][N:15]([C:21]4[CH:22]=[CH:23][CH:24]=[C:25]5[C:30]=4[N:29]=[CH:28][CH:27]=[CH:26]5)[CH2:16][CH2:17]3)=[CH:8][O:9][C:5]=2[CH:4]=1. (3) Given the reactants [Cl:1][C:2]1[C:7]([C:8]2[CH:13]=[CH:12][CH:11]=[CH:10][CH:9]=2)=[N:6][N:5]=[C:4]2[NH:14][N:15]=[C:16]([CH3:17])[C:3]=12.[CH2:18]1[CH2:24][CH:23]2[NH:25][CH:20]([CH2:21][CH2:22]2)[CH2:19]1, predict the reaction product. The product is: [CH:23]12[NH:25][CH:20]([CH2:21][CH2:22]1)[CH2:19][CH:18]([N:14]1[C:4]3=[N:5][N:6]=[C:7]([C:8]4[CH:13]=[CH:12][CH:11]=[CH:10][CH:9]=4)[C:2]([Cl:1])=[C:3]3[C:16]([CH3:17])=[N:15]1)[CH2:24]2. (4) Given the reactants [Cl:1][C:2]1[CH:7]=[CH:6][C:5]([C:8]2[C:13]([CH2:14][OH:15])=[C:12]([CH3:16])[N:11]=[C:10]3[N:17]([CH2:22][C:23]4[CH:28]=[CH:27][C:26]([O:29][CH3:30])=[CH:25][CH:24]=4)[C:18]([CH3:21])=[C:19]([CH3:20])[C:9]=23)=[CH:4][CH:3]=1.C(N(CC)CC)C.O, predict the reaction product. The product is: [Cl:1][C:2]1[CH:7]=[CH:6][C:5]([C:8]2[C:13]([CH:14]=[O:15])=[C:12]([CH3:16])[N:11]=[C:10]3[N:17]([CH2:22][C:23]4[CH:24]=[CH:25][C:26]([O:29][CH3:30])=[CH:27][CH:28]=4)[C:18]([CH3:21])=[C:19]([CH3:20])[C:9]=23)=[CH:4][CH:3]=1. (5) Given the reactants [F:1][C:2]1[CH:7]=[CH:6][CH:5]=[CH:4][C:3]=1[C@H:8]1[CH2:13][NH:12][C:11](=[O:14])[C@@H:10]([NH:15][C:16](=[O:22])[O:17][C:18]([CH3:21])(C)C)[CH2:9]1.C[Si]([N-][Si](C)(C)C)(C)C.[Li+].I[CH2:34][CH:35]([CH3:37])[CH3:36].O1CC[CH2:40][CH2:39]1.CN1CCCC1=O, predict the reaction product. The product is: [F:1][C:2]1[CH:7]=[CH:6][CH:5]=[CH:4][C:3]=1[C@H:8]1[CH2:13][N:12]([CH2:34][CH:35]([CH3:37])[CH3:36])[C:11](=[O:14])[C@@H:10]([NH:15][C:16](=[O:22])[O:17][CH2:18][CH2:21][CH2:39][CH3:40])[CH2:9]1. (6) Given the reactants C([Li])CCC.Br[C:7]1[CH:8]=[CH:9][C:10]([O:15][CH3:16])=[C:11]([CH:14]=1)[C:12]#[N:13].C([O:20][B:21](OC(C)C)[O:22]C(C)C)(C)C.Cl, predict the reaction product. The product is: [C:12]([C:11]1[CH:14]=[C:7]([B:21]([OH:22])[OH:20])[CH:8]=[CH:9][C:10]=1[O:15][CH3:16])#[N:13]. (7) The product is: [CH2:11]([NH:1][C:2]1[S:3][CH:4]=[CH:5][C:6]=1[C:7]([O:9][CH3:10])=[O:8])[CH:12]([CH3:14])[CH3:13]. Given the reactants [NH2:1][C:2]1[S:3][CH:4]=[CH:5][C:6]=1[C:7]([O:9][CH3:10])=[O:8].[CH:11](=O)[CH:12]([CH3:14])[CH3:13].C(O[BH-](OC(=O)C)OC(=O)C)(=O)C.[Na+], predict the reaction product.